This data is from Full USPTO retrosynthesis dataset with 1.9M reactions from patents (1976-2016). The task is: Predict the reactants needed to synthesize the given product. (1) Given the product [CH3:1][O:2][C:3]1[CH:4]=[C:5]2[C:10](=[CH:11][C:12]=1[O:13][CH3:14])[N:9]=[CH:8][CH:7]=[C:6]2[O:15][C:16]1[C:22]([CH3:23])=[CH:21][C:19]([NH:20][C:29](=[O:35])[O:28][CH:26]2[CH2:39][CH2:38][CH2:37][CH2:41]2)=[C:18]([CH3:24])[CH:17]=1, predict the reactants needed to synthesize it. The reactants are: [CH3:1][O:2][C:3]1[CH:4]=[C:5]2[C:10](=[CH:11][C:12]=1[O:13][CH3:14])[N:9]=[CH:8][CH:7]=[C:6]2[O:15][C:16]1[C:22]([CH3:23])=[CH:21][C:19]([NH2:20])=[C:18]([CH3:24])[CH:17]=1.Cl[C:26](Cl)([O:28][C:29](=[O:35])OC(Cl)(Cl)Cl)Cl.[CH:37]1(O)[CH2:41]C[CH2:39][CH2:38]1.C(=O)(O)[O-].[Na+]. (2) Given the product [Cl:1][C:2]1[CH:3]=[C:4]([CH:19]=[CH:20][C:21]=1[C:22]([N:29]([CH2:25][CH:26]([CH3:28])[CH3:27])[CH3:30])=[O:23])[C:5]([NH:7][CH2:8][C:9]1[NH:13][C:12]2[CH:14]=[CH:15][C:16]([Cl:18])=[CH:17][C:11]=2[N:10]=1)=[O:6], predict the reactants needed to synthesize it. The reactants are: [Cl:1][C:2]1[CH:3]=[C:4]([CH:19]=[CH:20][C:21]=1[C:22](O)=[O:23])[C:5]([NH:7][CH2:8][C:9]1[NH:13][C:12]2[CH:14]=[CH:15][C:16]([Cl:18])=[CH:17][C:11]=2[N:10]=1)=[O:6].[CH2:25]([NH:29][CH3:30])[CH:26]([CH3:28])[CH3:27].CN(C(ON1N=NC2C=CC=CC1=2)=[N+](C)C)C.[B-](F)(F)(F)F.C(N(CC)CC)C. (3) Given the product [Cl:1][C:2]1[S:6][C:5]([C:7]([NH:9][CH2:10][C:11]2[N:12]=[N:13][N:14]([C:16]3[CH:21]=[CH:20][C:19]([N:22]([CH3:28])[C:23](=[O:27])[CH2:64][O:65][CH3:66])=[CH:18][CH:17]=3)[CH:15]=2)=[O:8])=[CH:4][CH:3]=1, predict the reactants needed to synthesize it. The reactants are: [Cl:1][C:2]1[S:6][C:5]([C:7]([NH:9][CH2:10][C:11]2[N:12]=[N:13][N:14]([C:16]3[CH:21]=[CH:20][C:19]([N:22]([CH3:28])[C:23](=[O:27])OCC)=[CH:18][CH:17]=3)[CH:15]=2)=[O:8])=[CH:4][CH:3]=1.[OH-].[Na+].Cl.ClC1SC(C(NCC2N=NN(C3C=CC(NC)=CC=3)C=2)=O)=CC=1.CCN(C(C)C)C(C)C.[CH3:64][O:65][CH2:66]C(Cl)=O. (4) The reactants are: [NH2:1][C@@H:2]1[CH2:6][CH2:5][N:4]([CH2:7][C:8]2[C:17]([Cl:18])=[C:16]3[C:11]([C:12](=[O:33])[N:13]([CH2:20][C:21]4[CH:26]=[C:25]([Cl:27])[CH:24]=[CH:23][C:22]=4[S:28]([CH2:31][CH3:32])(=[O:30])=[O:29])[C:14](=[O:19])[NH:15]3)=[CH:10][C:9]=2[C:34]([F:37])([F:36])[F:35])[CH2:3]1.C(OC([NH:45][C:46]([CH3:51])([CH3:50])[C:47](O)=[O:48])=O)(C)(C)C.CN(C(ON1N=NC2C=CC=NC1=2)=[N+](C)C)C.F[P-](F)(F)(F)(F)F.CN(C(ON1N=NC2C=CC=CC1=2)=[N+](C)C)C.F[P-](F)(F)(F)(F)F. Given the product [NH2:45][C:46]([CH3:51])([CH3:50])[C:47]([NH:1][C@@H:2]1[CH2:6][CH2:5][N:4]([CH2:7][C:8]2[C:17]([Cl:18])=[C:16]3[C:11]([C:12](=[O:33])[N:13]([CH2:20][C:21]4[CH:26]=[C:25]([Cl:27])[CH:24]=[CH:23][C:22]=4[S:28]([CH2:31][CH3:32])(=[O:30])=[O:29])[C:14](=[O:19])[NH:15]3)=[CH:10][C:9]=2[C:34]([F:35])([F:36])[F:37])[CH2:3]1)=[O:48], predict the reactants needed to synthesize it. (5) The reactants are: Br[C:2]1[N:11]=[C:10]([C:12]([NH:14][CH2:15][C:16]2[CH:21]=[CH:20][C:19]([F:22])=[CH:18][CH:17]=2)=[O:13])[C:9]([OH:23])=[C:8]2[C:3]=1[CH:4]=[CH:5][CH:6]=[N:7]2.C(C([Sn])=C(CC[CH2:36][CH3:37])CCCC)CCC.[NH:39]1[CH2:44][CH2:43][NH:42][CH2:41][C:40]1=[O:45]. Given the product [F:22][C:19]1[CH:20]=[CH:21][C:16]([CH2:15][NH:14][C:12]([C:10]2[C:9]([OH:23])=[C:8]3[C:3]([CH:4]=[CH:5][CH:6]=[N:7]3)=[C:2]([CH2:44][CH2:43][N:42]3[CH2:37][CH2:36][NH:39][C:40](=[O:45])[CH2:41]3)[N:11]=2)=[O:13])=[CH:17][CH:18]=1, predict the reactants needed to synthesize it. (6) Given the product [CH3:1][C:2]1[C:7]([O:8][C:9]2[CH:14]=[CH:13][N:12]=[C:11]([NH2:15])[CH:10]=2)=[CH:6][CH:5]=[CH:4][N:3]=1, predict the reactants needed to synthesize it. The reactants are: [CH3:1][C:2]1[C:7]([O:8][C:9]2[CH:14]=[CH:13][N:12]=[C:11]([NH:15]C(=O)OC(C)(C)C)[CH:10]=2)=[CH:6][CH:5]=[CH:4][N:3]=1.FC(F)(F)C(O)=O. (7) The reactants are: O[CH:2]1[C:6]2[CH:7]=[C:8]([NH:13][C:14](=[O:20])[CH2:15][C:16]([CH3:19])([CH3:18])[CH3:17])[C:9]([CH3:12])=[C:10]([CH3:11])[C:5]=2[O:4][C:3]1([CH3:22])[CH3:21].[CH3:23][O:24][C:25]1[CH:30]=[CH:29][CH:28]=[CH:27][C:26]=1[NH2:31]. Given the product [CH3:23][O:24][C:25]1[CH:30]=[CH:29][CH:28]=[CH:27][C:26]=1[NH:31][CH:2]1[C:6]2[CH:7]=[C:8]([NH:13][C:14](=[O:20])[CH2:15][C:16]([CH3:17])([CH3:19])[CH3:18])[C:9]([CH3:12])=[C:10]([CH3:11])[C:5]=2[O:4][C:3]1([CH3:21])[CH3:22], predict the reactants needed to synthesize it. (8) Given the product [CH3:11][Si:12]([CH3:14])([CH3:13])[C:15]#[C:16][C:2]1[CH:7]=[CH:6][CH:5]=[CH:4][C:3]=1[N+:8]([O-:10])=[O:9], predict the reactants needed to synthesize it. The reactants are: I[C:2]1[CH:7]=[CH:6][CH:5]=[CH:4][C:3]=1[N+:8]([O-:10])=[O:9].[CH3:11][Si:12]([C:15]#[CH:16])([CH3:14])[CH3:13]. (9) Given the product [O:8]=[C:2]([C:11]1[C:12]2=[N:13][CH:14]=[CH:15][CH:16]=[C:17]2[NH:9][CH:10]=1)[C:3]([O:5][CH2:6][CH3:7])=[O:4], predict the reactants needed to synthesize it. The reactants are: Cl[C:2](=[O:8])[C:3]([O:5][CH2:6][CH3:7])=[O:4].[NH:9]1[C:17]2[C:12](=[N:13][CH:14]=[CH:15][CH:16]=2)[CH:11]=[CH:10]1.[Cl-].[Al+3].[Cl-].[Cl-].